This data is from Catalyst prediction with 721,799 reactions and 888 catalyst types from USPTO. The task is: Predict which catalyst facilitates the given reaction. (1) Reactant: [Li]CCCC.[CH:6]([C:9]1[N:10](S(N(C)C)(=O)=O)[CH:11]=[CH:12][N:13]=1)([CH3:8])[CH3:7].CN([CH:23]=[O:24])C.Cl.C([O-])(O)=O.[Na+]. Product: [CH:6]([C:9]1[NH:10][C:11]([CH:23]=[O:24])=[CH:12][N:13]=1)([CH3:8])[CH3:7]. The catalyst class is: 1. (2) Reactant: C([O:4][CH2:5][C:6]1[CH:11]=[CH:10][C:9]([O:12][CH2:13][C:14]2[N:15]=[C:16]([C:20]3[CH:25]=[CH:24][CH:23]=[CH:22][CH:21]=3)[O:17][C:18]=2[CH3:19])=[CH:8][N:7]=1)(=O)C.[OH-].[Na+]. Product: [CH3:19][C:18]1[O:17][C:16]([C:20]2[CH:21]=[CH:22][CH:23]=[CH:24][CH:25]=2)=[N:15][C:14]=1[CH2:13][O:12][C:9]1[CH:10]=[CH:11][C:6]([CH2:5][OH:4])=[N:7][CH:8]=1. The catalyst class is: 5.